Predict the reactants needed to synthesize the given product. From a dataset of Full USPTO retrosynthesis dataset with 1.9M reactions from patents (1976-2016). (1) Given the product [C:19]([C:22]1[O:26][N:25]=[C:24]([C:27]([NH:1][CH2:2][C@@H:3]([N:5]2[CH:9]=[CH:8][C:7]([C:10]3[CH:17]=[CH:16][C:13]([C:14]#[N:15])=[C:12]([Cl:18])[CH:11]=3)=[N:6]2)[CH3:4])=[O:28])[CH:23]=1)(=[O:21])[CH3:20], predict the reactants needed to synthesize it. The reactants are: [NH2:1][CH2:2][C@@H:3]([N:5]1[CH:9]=[CH:8][C:7]([C:10]2[CH:17]=[CH:16][C:13]([C:14]#[N:15])=[C:12]([Cl:18])[CH:11]=2)=[N:6]1)[CH3:4].[C:19]([C:22]1[O:26][N:25]=[C:24]([C:27](O)=[O:28])[CH:23]=1)(=[O:21])[CH3:20]. (2) Given the product [CH2:20]([O:1][C:2]1[CH:3]=[C:4]([CH2:8][NH:9][C:10](=[O:18])[C:11]2[CH:16]=[CH:15][CH:14]=[N:13][C:12]=2[NH2:17])[CH:5]=[CH:6][CH:7]=1)[CH2:21][CH2:22][CH3:23], predict the reactants needed to synthesize it. The reactants are: [OH:1][C:2]1[CH:3]=[C:4]([CH2:8][NH:9][C:10](=[O:18])[C:11]2[CH:16]=[CH:15][CH:14]=[N:13][C:12]=2[NH2:17])[CH:5]=[CH:6][CH:7]=1.I[CH2:20][CH2:21][CH2:22][CH3:23].C(=O)([O-])[O-].[Cs+].[Cs+].CN(C=O)C. (3) Given the product [C:34]([C:31]1[N:32]=[CH:33][C:28]([NH:27][C:2]2[CH:7]=[C:6]([NH:8][CH2:9][C@H:10]3[O:15][CH2:14][CH2:13][N:12]([C:16]([O:18][C:19]([CH3:22])([CH3:21])[CH3:20])=[O:17])[CH2:11]3)[C:5]([C:23]([F:26])([F:25])[F:24])=[CH:4][N:3]=2)=[N:29][CH:30]=1)#[N:35], predict the reactants needed to synthesize it. The reactants are: Cl[C:2]1[CH:7]=[C:6]([NH:8][CH2:9][C@H:10]2[O:15][CH2:14][CH2:13][N:12]([C:16]([O:18][C:19]([CH3:22])([CH3:21])[CH3:20])=[O:17])[CH2:11]2)[C:5]([C:23]([F:26])([F:25])[F:24])=[CH:4][N:3]=1.[NH2:27][C:28]1[CH:33]=[N:32][C:31]([C:34]#[N:35])=[CH:30][N:29]=1.C1(P(C2C=CC=CC=2)C2C=CC3C(=CC=CC=3)C=2C2C3C(=CC=CC=3)C=CC=2P(C2C=CC=CC=2)C2C=CC=CC=2)C=CC=CC=1.C(=O)([O-])[O-].[Cs+].[Cs+]. (4) The reactants are: [CH3:1][C:2]([CH3:24])([CH3:23])[CH2:3][N:4]1[CH2:9][C:8]([CH3:11])([CH3:10])[N:7]2[CH:12]=[N:13][C:14]([NH:15][C:16](=[O:22])[CH:17]([NH2:21])[CH2:18][CH2:19][CH3:20])=[C:6]2[CH2:5]1.[F:25][C:26]1[CH:27]=[C:28]([CH2:33][C:34](O)=[O:35])[CH:29]=[C:30]([F:32])[CH:31]=1. Given the product [CH3:24][C:2]([CH3:23])([CH3:1])[CH2:3][N:4]1[CH2:9][C:8]([CH3:10])([CH3:11])[N:7]2[CH:12]=[N:13][C:14]([NH:15][C:16](=[O:22])[CH:17]([NH:21][C:34](=[O:35])[CH2:33][C:28]3[CH:27]=[C:26]([F:25])[CH:31]=[C:30]([F:32])[CH:29]=3)[CH2:18][CH2:19][CH3:20])=[C:6]2[CH2:5]1, predict the reactants needed to synthesize it.